Dataset: Forward reaction prediction with 1.9M reactions from USPTO patents (1976-2016). Task: Predict the product of the given reaction. (1) Given the reactants [N+:1]([C:4]1[CH:5]=[C:6]2[C:10](=[CH:11][CH:12]=1)[NH:9][CH:8]=[CH:7]2)([O-:3])=[O:2].Br[CH2:14][C:15]([O:17][CH3:18])=[O:16].C(=O)([O-])[O-].[Cs+].[Cs+].O, predict the reaction product. The product is: [N+:1]([C:4]1[CH:5]=[C:6]2[C:10](=[CH:11][CH:12]=1)[N:9]([CH2:14][C:15]([O:17][CH3:18])=[O:16])[CH:8]=[CH:7]2)([O-:3])=[O:2]. (2) Given the reactants [F:1][C:2]([F:20])([F:19])[C:3]1[CH:4]=[C:5]([CH:16]=[CH:17][CH:18]=1)[O:6][C:7]1[CH:8]=[C:9]([CH:13]=[CH:14][CH:15]=1)[C:10]([OH:12])=[O:11].CO.[CH3:23][Si](C=[N+]=[N-])(C)C.C(O)(=O)C, predict the reaction product. The product is: [F:1][C:2]([F:19])([F:20])[C:3]1[CH:4]=[C:5]([CH:16]=[CH:17][CH:18]=1)[O:6][C:7]1[CH:8]=[C:9]([CH:13]=[CH:14][CH:15]=1)[C:10]([O:12][CH3:23])=[O:11]. (3) Given the reactants [C:1]([CH2:4][CH2:5][C:6]1[C:14]([Cl:15])=[CH:13][C:9]([C:10]([OH:12])=[O:11])=[C:8]([Cl:16])[CH:7]=1)([OH:3])=[O:2].S(Cl)(Cl)=O.[CH3:21]COCC, predict the reaction product. The product is: [Cl:16][C:8]1[CH:7]=[C:6]([CH2:5][CH2:4][C:1]([O:3][CH3:21])=[O:2])[C:14]([Cl:15])=[CH:13][C:9]=1[C:10]([OH:12])=[O:11]. (4) Given the reactants C[O:2][C:3]1[CH:12]=[CH:11][CH:10]=[C:9]2[C:4]=1[CH:5]=[CH:6][C:7]([C:13]([F:16])([F:15])[F:14])=[N:8]2.B(Br)(Br)Br.O, predict the reaction product. The product is: [F:16][C:13]([F:14])([F:15])[C:7]1[CH:6]=[CH:5][C:4]2[C:3]([OH:2])=[CH:12][CH:11]=[CH:10][C:9]=2[N:8]=1. (5) Given the reactants [Si]([O:8][CH2:9][C:10]1[N:15]=[C:14]([C:16]2[CH:21]=[C:20]([O:22][CH2:23][C:24]3[CH:25]=[C:26]([CH:29]=[CH:30][CH:31]=3)[C:27]#[N:28])[N:19]=[C:18]3[CH2:32][CH2:33][CH2:34][C:17]=23)[CH:13]=[N:12][CH:11]=1)(C(C)(C)C)(C)C.CCCC[N+](CCCC)(CCCC)CCCC.[F-].C1COCC1, predict the reaction product. The product is: [OH:8][CH2:9][C:10]1[N:15]=[C:14]([C:16]2[CH:21]=[C:20]([O:22][CH2:23][C:24]3[CH:25]=[C:26]([CH:29]=[CH:30][CH:31]=3)[C:27]#[N:28])[N:19]=[C:18]3[CH2:32][CH2:33][CH2:34][C:17]=23)[CH:13]=[N:12][CH:11]=1. (6) The product is: [CH3:13][O:14][CH2:1][C:4]1([CH2:10][CH2:11][OH:12])[O:5][CH2:6][CH2:7][CH2:8][O:9]1. Given the reactants [CH2:1]([C:4]1([CH2:10][CH2:11][OH:12])[O:9][CH2:8][CH2:7][CH2:6][O:5]1)CC.[CH3:13][O:14]CC(=O)CC(OC)=O, predict the reaction product. (7) The product is: [CH3:1][O:2][C:3]([C:5]1[CH:31]=[CH:30][C:8]2[N:9]=[C:10]([NH:12][CH:13]3[CH2:14][CH2:15][N:16]([CH2:19][C:20]4[CH:25]=[C:24]([O:35][CH:32]([CH3:34])[CH3:33])[CH:23]=[C:22]([O:27][CH:28]([CH3:29])[CH3:49])[CH:21]=4)[CH2:17][CH2:18]3)[O:11][C:7]=2[CH:6]=1)=[O:4]. Given the reactants [CH3:1][O:2][C:3]([C:5]1[CH:31]=[CH:30][C:8]2[N:9]=[C:10]([NH:12][CH:13]3[CH2:18][CH2:17][N:16]([CH2:19][C:20]4[CH:25]=[CH:24][C:23](O)=[C:22]([O:27][CH2:28][CH3:29])[CH:21]=4)[CH2:15][CH2:14]3)[O:11][C:7]=2[CH:6]=1)=[O:4].[CH:32]([O:35]C1C=C(C=C(OC(C)C)C=1)C=O)([CH3:34])[CH3:33].O[C:49]1C=C(C=C(O)C=1)C=O.IC(C)C.C([O-])([O-])=O.[K+].[K+].C([BH3-])#N.[Na+].C(N(C(C)C)C(C)C)C, predict the reaction product. (8) Given the reactants [Li]CCCC.CN(C)CCO.[Cl:12][C:13]1[CH:18]=[CH:17][C:16]([CH:19]2[CH2:21][CH2:20]2)=[CH:15][N:14]=1.[F:22][C:23]1[N:34]=[CH:33][CH:32]=[CH:31][C:24]=1[C:25](N(OC)C)=[O:26], predict the reaction product. The product is: [Cl:12][C:13]1[N:14]=[C:15]([C:25]([C:24]2[C:23]([F:22])=[N:34][CH:33]=[CH:32][CH:31]=2)=[O:26])[C:16]([CH:19]2[CH2:21][CH2:20]2)=[CH:17][CH:18]=1. (9) Given the reactants [S:1]1[C:5]2[CH:6]=[CH:7][CH:8]=[CH:9][C:4]=2[N:3]=[C:2]1[C:10]1[CH:15]=[C:14]([C:16]2[CH:21]=[CH:20][C:19](Br)=[CH:18][CH:17]=2)[CH:13]=[CH:12][C:11]=1[OH:23].[Li]CCCC.[C:29]1([Si:35](Cl)([C:42]2[CH:47]=[CH:46][CH:45]=[CH:44][CH:43]=2)[C:36]2[CH:41]=[CH:40][CH:39]=[CH:38][CH:37]=2)[CH:34]=[CH:33][CH:32]=[CH:31][CH:30]=1, predict the reaction product. The product is: [S:1]1[C:5]2[CH:6]=[CH:7][CH:8]=[CH:9][C:4]=2[N:3]=[C:2]1[C:10]1[CH:15]=[C:14]([C:16]2[CH:21]=[CH:20][C:19]([Si:35]([C:36]3[CH:37]=[CH:38][CH:39]=[CH:40][CH:41]=3)([C:42]3[CH:47]=[CH:46][CH:45]=[CH:44][CH:43]=3)[C:29]3[CH:30]=[CH:31][CH:32]=[CH:33][CH:34]=3)=[CH:18][CH:17]=2)[CH:13]=[CH:12][C:11]=1[OH:23]. (10) Given the reactants [CH2:1]([N:9]1[CH2:15][CH2:14][CH2:13][C@@H:12]2[CH2:16][CH2:17][NH:18][C@@H:11]2[CH2:10]1)[CH2:2][C:3]1[CH:8]=[CH:7][CH:6]=[CH:5][CH:4]=1.C(=O)([O-])[O-].[K+].[K+].[CH2:25]([O:32][C:33](Cl)=[O:34])[C:26]1[CH:31]=[CH:30][CH:29]=[CH:28][CH:27]=1, predict the reaction product. The product is: [CH2:25]([O:32][C:33]([N:18]1[C@@H:11]2[CH2:10][N:9]([CH2:1][CH2:2][C:3]3[CH:4]=[CH:5][CH:6]=[CH:7][CH:8]=3)[CH2:15][CH2:14][CH2:13][C@@H:12]2[CH2:16][CH2:17]1)=[O:34])[C:26]1[CH:31]=[CH:30][CH:29]=[CH:28][CH:27]=1.